Dataset: Forward reaction prediction with 1.9M reactions from USPTO patents (1976-2016). Task: Predict the product of the given reaction. (1) Given the reactants Cl[C:2]1[CH:11]=[C:10]2[C:5]([CH2:6][CH2:7][N:8]([C:12]([O:14][C:15]([CH3:18])([CH3:17])[CH3:16])=[O:13])[CH2:9]2)=[CH:4][N:3]=1.[NH2:19][C@@H:20]([CH3:23])[CH2:21][OH:22].O(C(C)(C)C)[Na], predict the reaction product. The product is: [OH:22][CH2:21][C@@H:20]([NH:19][C:2]1[CH:11]=[C:10]2[C:5]([CH2:6][CH2:7][N:8]([C:12]([O:14][C:15]([CH3:18])([CH3:17])[CH3:16])=[O:13])[CH2:9]2)=[CH:4][N:3]=1)[CH3:23]. (2) Given the reactants Br[C:2]1[CH:3]=[C:4]([CH:7]=[CH:8][CH:9]=1)[CH:5]=[O:6].B1([C:18]2[CH:23]=[CH:22][CH:21]=[C:20]([C:24]#[N:25])[CH:19]=2)OCC(C)(C)CO1.C([O-])([O-])=O.[Na+].[Na+], predict the reaction product. The product is: [CH:5]([C:4]1[CH:3]=[C:2]([C:18]2[CH:23]=[CH:22][CH:21]=[C:20]([C:24]#[N:25])[CH:19]=2)[CH:9]=[CH:8][CH:7]=1)=[O:6]. (3) Given the reactants [NH2:1][C:2]1[N:3]([C:14]([O:16][C:17]([CH3:20])([CH3:19])[CH3:18])=[O:15])[CH:4]=[C:5]([CH2:7][CH2:8][CH2:9][CH2:10][CH2:11][C:12]#[CH:13])[N:6]=1.[N:21]([CH2:24][CH2:25][NH:26][C:27]([C:29]1[NH:30][CH:31]=[CH:32][CH:33]=1)=[O:28])=[N+:22]=[N-:23], predict the reaction product. The product is: [NH:30]1[CH:31]=[CH:32][CH:33]=[C:29]1[C:27]([NH:26][CH2:25][CH2:24][N:21]1[CH:13]=[C:12]([CH2:11][CH2:10][CH2:9][CH2:8][CH2:7][C:5]2[N:6]=[C:2]([NH2:1])[N:3]([C:14]([O:16][C:17]([CH3:20])([CH3:19])[CH3:18])=[O:15])[CH:4]=2)[N:23]=[N:22]1)=[O:28]. (4) The product is: [Br:2][C:3]1[CH:8]=[C:7]([F:9])[CH:6]=[CH:5][C:4]=1[C@H:10]1[C:15]([C:16]([O:18][CH2:19][CH3:20])=[O:17])=[C:14]([CH2:26][N:27]2[CH2:28][CH2:29][O:30][CH2:31][CH2:32]2)[NH:13][C:12]([C:33]2[S:34][CH:35]=[CH:36][N:37]=2)=[N:11]1. Given the reactants [Li].[Br:2][C:3]1[CH:8]=[C:7]([F:9])[CH:6]=[CH:5][C:4]=1[C@H:10]1[C:15]([C:16]([O:18][C@H:19](C)[C:20](OCC)=O)=[O:17])=[C:14]([CH2:26][N:27]2[CH2:32][CH2:31][O:30][CH2:29][CH2:28]2)[NH:13][C:12]([C:33]2[S:34][CH:35]=[CH:36][N:37]=2)=[N:11]1, predict the reaction product. (5) Given the reactants [CH3:1][O:2][C:3]1[CH:12]=[CH:11][C:10]2[C:5](=[CH:6][CH:7]=[CH:8][CH:9]=2)[CH:4]=1.C([Li])CCC.[B:18](OC)([O:21]C)[O:19]C.Cl, predict the reaction product. The product is: [CH3:1][O:2][C:3]1[C:12]([B:18]([OH:21])[OH:19])=[CH:11][C:10]2[C:5]([CH:4]=1)=[CH:6][CH:7]=[CH:8][CH:9]=2. (6) Given the reactants [CH2:1]([N:3]1[C:7]2=[N:8][C:9]([CH2:27][CH3:28])=[C:10]([CH2:19][NH:20][C:21](=[O:26])[CH2:22][C:23](O)=[O:24])[C:11]([NH:12][CH:13]3[CH2:18][CH2:17][O:16][CH2:15][CH2:14]3)=[C:6]2[CH:5]=[N:4]1)[CH3:2].[NH2:29][CH2:30][C:31]1[CH:32]=[C:33]([C:37]2[CH:42]=[CH:41][CH:40]=[C:39]([CH2:43][CH:44]3[CH2:49][CH2:48][N:47](C(OC(C)(C)C)=O)[CH2:46][CH2:45]3)[CH:38]=2)[CH:34]=[CH:35][CH:36]=1.CN(C(ON1N=NC2C=CC=CC1=2)=[N+](C)C)C.F[P-](F)(F)(F)(F)F, predict the reaction product. The product is: [CH2:1]([N:3]1[C:7]2=[N:8][C:9]([CH2:27][CH3:28])=[C:10]([CH2:19][NH:20][C:21](=[O:26])[CH2:22][C:23]([NH:29][CH2:30][C:31]3[CH:32]=[C:33]([C:37]4[CH:42]=[CH:41][CH:40]=[C:39]([CH2:43][CH:44]5[CH2:49][CH2:48][NH:47][CH2:46][CH2:45]5)[CH:38]=4)[CH:34]=[CH:35][CH:36]=3)=[O:24])[C:11]([NH:12][CH:13]3[CH2:14][CH2:15][O:16][CH2:17][CH2:18]3)=[C:6]2[CH:5]=[N:4]1)[CH3:2]. (7) Given the reactants Br[C:2]1[S:3][C:4]([CH:7]([CH3:9])[CH3:8])=[CH:5][N:6]=1.[Li+].CCC[CH2-].[CH2:15]([Sn:19](Cl)([CH2:24][CH2:25][CH2:26][CH3:27])[CH2:20][CH2:21][CH2:22][CH3:23])[CH2:16][CH2:17][CH3:18], predict the reaction product. The product is: [CH:7]([C:4]1[S:3][C:2]([Sn:19]([CH2:20][CH2:21][CH2:22][CH3:23])([CH2:24][CH2:25][CH2:26][CH3:27])[CH2:15][CH2:16][CH2:17][CH3:18])=[N:6][CH:5]=1)([CH3:9])[CH3:8].